From a dataset of Forward reaction prediction with 1.9M reactions from USPTO patents (1976-2016). Predict the product of the given reaction. Given the reactants [NH2:1][C:2]1[S:6][C:5]([C:7]2[CH:12]=[CH:11][C:10]([C:13]([OH:16])([CH3:15])[CH3:14])=[CH:9][CH:8]=2)=[N:4][C:3]=1[C:17]([NH2:19])=[O:18].CC(C1C=C(C(C)C)C(C2C=CC=CC=2P(C2CCCCC2)C2CCCCC2)=C(C(C)C)C=1)C.C(=O)([O-])[O-].[K+].[K+].Br[C:61]1[N:66]=[C:65]([CH:67]([N:70]2[CH2:75][CH2:74][O:73][CH2:72][CH2:71]2)[CH2:68][OH:69])[CH:64]=[CH:63][CH:62]=1, predict the reaction product. The product is: [OH:16][C:13]([C:10]1[CH:9]=[CH:8][C:7]([C:5]2[S:6][C:2]([NH:1][C:61]3[CH:62]=[CH:63][CH:64]=[C:65]([CH:67]([N:70]4[CH2:75][CH2:74][O:73][CH2:72][CH2:71]4)[CH2:68][OH:69])[N:66]=3)=[C:3]([C:17]([NH2:19])=[O:18])[N:4]=2)=[CH:12][CH:11]=1)([CH3:15])[CH3:14].